Dataset: Reaction yield outcomes from USPTO patents with 853,638 reactions. Task: Predict the reaction yield, written as a fraction of the theoretical maximum amount of product (1.0 means a 100% yield; for example, 0.34 means a 34% yield). (1) The reactants are BrC1[CH:7]=[CH:6][C:5]([CH3:8])=[CH:4][CH:3]=1.[C:9]([O:17][CH2:18][CH3:19])(=[O:16])[CH2:10][C:11](OCC)=O.P(C(C)(C)C)(C(C)(C)C)C(C)(C)C.[O-]P([O-])([O-])=O.[K+].[K+].[K+].C1OCCOCCOCCOCCOCCOC1. The catalyst is C1C=CC(/C=C/C(/C=C/C2C=CC=CC=2)=O)=CC=1.C1C=CC(/C=C/C(/C=C/C2C=CC=CC=2)=O)=CC=1.[Pd]. The product is [CH3:8][C:5]1[CH:6]=[CH:7][C:11]([CH2:10][C:9]([O:17][CH2:18][CH3:19])=[O:16])=[CH:3][CH:4]=1. The yield is 0.760. (2) The reactants are COC1C=CC([CH2:7][N:8](C)[C:9]2[N:10]=[CH:11][CH:12]3[CH:17]([CH:18]=2)[N:16]([CH2:19][CH3:20])[C:15](=[O:21])[C:14]([C:22]2[C:23]([F:41])=[CH:24][C:25]([F:40])=[C:26]([NH:28][C:29]([NH:31][C:32]4[CH:37]=[C:36]([F:38])[CH:35]=[CH:34][C:33]=4[F:39])=[O:30])[CH:27]=2)=[CH:13]3)=CC=1.C1(OC)C=CC=CC=1.C(O)(C(F)(F)F)=O. The catalyst is C(Cl)Cl. The product is [F:39][C:33]1[CH:34]=[CH:35][C:36]([F:38])=[CH:37][C:32]=1[NH:31][C:29]([NH:28][C:26]1[CH:27]=[C:22]([C:14]2[C:15](=[O:21])[N:16]([CH2:19][CH3:20])[CH:17]3[CH:12]([CH:13]=2)[CH:11]=[N:10][C:9]([NH:8][CH3:7])=[CH:18]3)[C:23]([F:41])=[CH:24][C:25]=1[F:40])=[O:30]. The yield is 0.810.